Dataset: Full USPTO retrosynthesis dataset with 1.9M reactions from patents (1976-2016). Task: Predict the reactants needed to synthesize the given product. (1) Given the product [Cl:1][C:2]1[C:7]([Cl:8])=[C:6]([S:9](=[O:18])(=[O:17])[NH:10][C@@H:11]([CH3:16])[C:12]([F:14])([F:15])[F:13])[CH:5]=[CH:4][C:3]=1[C:19]1[S:23][C:22]([C:24]([NH2:38])=[O:25])=[N:21][C:20]=1[C:27]([N:29]1[CH2:34][CH2:33][CH:32]([F:35])[CH2:31][CH2:30]1)=[O:28], predict the reactants needed to synthesize it. The reactants are: [Cl:1][C:2]1[C:7]([Cl:8])=[C:6]([S:9](=[O:18])(=[O:17])[NH:10][C@@H:11]([CH3:16])[C:12]([F:15])([F:14])[F:13])[CH:5]=[CH:4][C:3]=1[C:19]1[S:23][C:22]([C:24]([O-])=[O:25])=[N:21][C:20]=1[C:27]([N:29]1[CH2:34][CH2:33][CH:32]([F:35])[CH2:31][CH2:30]1)=[O:28].[K+].C[N:38](C(ON1N=NC2C=CC=NC1=2)=[N+](C)C)C.F[P-](F)(F)(F)(F)F.CCN(C(C)C)C(C)C.[NH4+].[Cl-]. (2) Given the product [Br:9][C:10]1[C:11]([F:17])=[C:12]([C:19]([OH:20])([CH3:21])[CH3:18])[C:13]([F:16])=[CH:14][CH:15]=1, predict the reactants needed to synthesize it. The reactants are: C([N-]C(C)C)(C)C.[Li+].[Br:9][C:10]1[CH:15]=[CH:14][C:13]([F:16])=[CH:12][C:11]=1[F:17].[CH3:18][C:19]([CH3:21])=[O:20].Cl. (3) Given the product [CH3:44][C:40]1[CH:41]=[CH:42][CH:43]=[C:35]([CH3:34])[C:36]=1[C:37]([NH:61][C@H:60]([C:62]([OH:64])=[O:63])[CH2:59][C:58]1[CH:66]=[CH:67][C:55]([C:52]2[CH2:53][CH2:54][N:49]([S:46]([CH3:45])(=[O:47])=[O:48])[CH2:50][CH:51]=2)=[CH:56][CH:57]=1)=[O:39], predict the reactants needed to synthesize it. The reactants are: CN(C(ON1N=NC2C=CC=NC1=2)=[N+](C)C)C.F[P-](F)(F)(F)(F)F.C(N(C(C)C)CC)(C)C.[CH3:34][C:35]1[CH:43]=[CH:42][CH:41]=[C:40]([CH3:44])[C:36]=1[C:37]([OH:39])=O.[CH3:45][S:46]([N:49]1[CH2:54][CH:53]=[C:52]([C:55]2[CH:67]=[CH:66][C:58]([CH2:59][C@@H:60]([C:62]([O:64]C)=[O:63])[NH2:61])=[CH:57][CH:56]=2)[CH2:51][CH2:50]1)(=[O:48])=[O:47]. (4) Given the product [O:17]=[C:13]1[CH:12]=[C:11]([C:18]2[CH:19]=[N:20][CH:21]=[CH:22][CH:23]=2)[C:10]2[C:15](=[CH:16][C:7]([C:13]([O:14][CH3:15])=[O:17])=[CH:8][CH:9]=2)[O:14]1, predict the reactants needed to synthesize it. The reactants are: FC(F)(F)S(O[C:7]1[CH:16]=[C:15]2[C:10]([C:11]([C:18]3[CH:19]=[N:20][CH:21]=[CH:22][CH:23]=3)=[CH:12][C:13](=[O:17])[O:14]2)=[CH:9][CH:8]=1)(=O)=O.C(N(CC)CC)C.[C]=O. (5) Given the product [CH:1]1([S:4]([C:7]2[CH:12]=[CH:11][C:10]([C:13](=[N+:28]=[N-:29])[C:14]([O:16][CH2:17][CH3:18])=[O:15])=[CH:9][CH:8]=2)(=[O:6])=[O:5])[CH2:2][CH2:3]1, predict the reactants needed to synthesize it. The reactants are: [CH:1]1([S:4]([C:7]2[CH:12]=[CH:11][C:10]([CH2:13][C:14]([O:16][CH2:17][CH3:18])=[O:15])=[CH:9][CH:8]=2)(=[O:6])=[O:5])[CH2:3][CH2:2]1.C1(C)C=CC(S([N:28]=[N+:29]=[N-])(=O)=O)=CC=1.C1CCN2C(=NCCC2)CC1.